This data is from Reaction yield outcomes from USPTO patents with 853,638 reactions. The task is: Predict the reaction yield, written as a fraction of the theoretical maximum amount of product (1.0 means a 100% yield; for example, 0.34 means a 34% yield). (1) The reactants are Br[C:2]1[CH:3]=[C:4]2[C:9](=[CH:10][CH:11]=1)[N:8]=[CH:7][C:6]([C:12]([CH:14]1[CH2:16][CH2:15]1)=[O:13])=[C:5]2[NH:17][CH:18]1[CH2:23][CH2:22][C:21]([N:25]([CH2:29][CH:30]=[CH2:31])[CH2:26][CH:27]=[CH2:28])([CH3:24])[CH2:20][CH2:19]1.[Cl:32][C:33]1[CH:38]=[C:37](B2OC(C)(C)C(C)(C)O2)[CH:36]=[C:35]([Cl:48])[C:34]=1[OH:49]. No catalyst specified. The product is [CH:14]1([C:12]([C:6]2[CH:7]=[N:8][C:9]3[C:4]([C:5]=2[NH:17][CH:18]2[CH2:23][CH2:22][C:21]([N:25]([CH2:26][CH:27]=[CH2:28])[CH2:29][CH:30]=[CH2:31])([CH3:24])[CH2:20][CH2:19]2)=[CH:3][C:2]([C:37]2[CH:38]=[C:33]([Cl:32])[C:34]([OH:49])=[C:35]([Cl:48])[CH:36]=2)=[CH:11][CH:10]=3)=[O:13])[CH2:15][CH2:16]1. The yield is 0.270. (2) The reactants are [OH:1][CH2:2][CH2:3][C:4]1[CH:12]=[CH:11][CH:10]=[C:9]2[C:5]=1[CH2:6][C:7](=[O:13])[NH:8]2.Cl[S:15](O)(=[O:17])=[O:16]. No catalyst specified. The product is [O:16]=[S:15]1(=[O:17])[O:1][CH2:2][CH2:3][C:4]2[C:12]1=[CH:11][CH:10]=[C:9]1[NH:8][C:7](=[O:13])[CH2:6][C:5]1=2. The yield is 0.280. (3) The reactants are [C:1]([C:3]1[CH:4]=[C:5]([NH:9][C:10](=[O:12])[CH3:11])[CH:6]=[CH:7][CH:8]=1)#[CH:2].Br[C:14]1[CH:15]=[N:16][CH:17]=[C:18]([CH:31]=1)[C:19]([N:21]=[S@@:22]([CH3:30])(=[O:29])[C:23]1[CH:28]=[CH:27][CH:26]=[CH:25][CH:24]=1)=[O:20]. No catalyst specified. The product is [C:10]([NH:9][C:5]1[CH:4]=[C:3]([C:1]#[C:2][C:14]2[CH:15]=[N:16][CH:17]=[C:18]([CH:31]=2)[C:19]([N:21]=[S@@:22]([CH3:30])(=[O:29])[C:23]2[CH:28]=[CH:27][CH:26]=[CH:25][CH:24]=2)=[O:20])[CH:8]=[CH:7][CH:6]=1)(=[O:12])[CH3:11]. The yield is 0.670. (4) The reactants are F[C:2]1[CH:7]=[C:6]([N+:8]([O-:10])=[O:9])[CH:5]=[C:4]([I:11])[CH:3]=1.[NH:12]1[CH2:17][CH2:16][O:15][CH2:14][CH2:13]1. The catalyst is CS(C)=O. The product is [I:11][C:4]1[CH:3]=[C:2]([N:12]2[CH2:17][CH2:16][O:15][CH2:14][CH2:13]2)[CH:7]=[C:6]([N+:8]([O-:10])=[O:9])[CH:5]=1. The yield is 0.800. (5) The reactants are [Cl:1][C:2]1[CH:3]=[C:4]([CH:18]=[CH:19][C:20]=1[Cl:21])[CH2:5][N:6]1[C:14]2[C:9](=[CH:10][CH:11]=[CH:12][CH:13]=2)[CH:8]=[C:7]1[C:15]([OH:17])=O.[C:22]1([S:28]([NH2:31])(=[O:30])=[O:29])[CH:27]=[CH:26][CH:25]=[CH:24][CH:23]=1.CN(C1C=CC=CN=1)C.Cl. The catalyst is ClCCl. The product is [Cl:1][C:2]1[CH:3]=[C:4]([CH:18]=[CH:19][C:20]=1[Cl:21])[CH2:5][N:6]1[C:14]2[C:9](=[CH:10][CH:11]=[CH:12][CH:13]=2)[CH:8]=[C:7]1[C:15]([NH:31][S:28]([C:22]1[CH:27]=[CH:26][CH:25]=[CH:24][CH:23]=1)(=[O:30])=[O:29])=[O:17]. The yield is 0.320. (6) The reactants are Cl.[N+:2]([C:5]1[CH:6]=[C:7]([N:11]2[CH2:16][CH2:15][NH:14][CH2:13][CH2:12]2)[CH:8]=[CH:9][CH:10]=1)([O-:4])=[O:3].Br[CH2:18][CH2:19][C:20]([O:22][CH2:23][CH3:24])=[O:21].C(=O)([O-])[O-].[K+].[K+].[I-].[K+]. The catalyst is C(#N)C. The product is [N+:2]([C:5]1[CH:6]=[C:7]([N:11]2[CH2:16][CH2:15][N:14]([CH2:18][CH2:19][C:20]([O:22][CH2:23][CH3:24])=[O:21])[CH2:13][CH2:12]2)[CH:8]=[CH:9][CH:10]=1)([O-:4])=[O:3]. The yield is 0.915. (7) The reactants are S(=O)(=O)(O)O.[Cl:6][C:7]1[CH:8]=[CH:9][C:10]([CH:16]=[CH:17][O:18]C)=[C:11]([CH:15]=1)[C:12]([OH:14])=O. No catalyst specified. The product is [Cl:6][C:7]1[CH:15]=[C:11]2[C:10]([CH:16]=[CH:17][O:18][C:12]2=[O:14])=[CH:9][CH:8]=1. The yield is 0.810. (8) The reactants are [NH2:1][C:2]1[CH:3]=[CH:4][CH:5]=[C:6]2[C:11]=1[N:10]=[CH:9][CH:8]=[CH:7]2.[Cl:12][C:13]1[CH:18]=[C:17]([Cl:19])[CH:16]=[CH:15][C:14]=1[S:20](Cl)(=[O:22])=[O:21]. The catalyst is CN(C1C=CN=CC=1)C. The product is [Cl:12][C:13]1[CH:18]=[C:17]([Cl:19])[CH:16]=[CH:15][C:14]=1[S:20]([NH:1][C:2]1[CH:3]=[CH:4][CH:5]=[C:6]2[C:11]=1[N:10]=[CH:9][CH:8]=[CH:7]2)(=[O:22])=[O:21]. The yield is 1.00. (9) The reactants are [NH2:1][CH:2]([CH2:20][C:21]1[CH:26]=[CH:25][C:24]([O:27]C)=[C:23]([F:29])[CH:22]=1)[CH2:3][NH:4][C:5]1[S:6][C:7]([C:10]2[CH:19]=[CH:18][C:13]3[NH:14][C:15](=[O:17])[O:16][C:12]=3[CH:11]=2)=[CH:8][N:9]=1.B(Br)(Br)Br. The catalyst is C(Cl)Cl. The product is [NH2:1][CH:2]([CH2:20][C:21]1[CH:26]=[CH:25][C:24]([OH:27])=[C:23]([F:29])[CH:22]=1)[CH2:3][NH:4][C:5]1[S:6][C:7]([C:10]2[CH:19]=[CH:18][C:13]3[NH:14][C:15](=[O:17])[O:16][C:12]=3[CH:11]=2)=[CH:8][N:9]=1. The yield is 0.350.